This data is from Full USPTO retrosynthesis dataset with 1.9M reactions from patents (1976-2016). The task is: Predict the reactants needed to synthesize the given product. (1) Given the product [Br:18][C:19]1[N:24]=[C:23]([NH:30][C:33](=[O:8])[O:39][C:35]([CH3:38])([CH3:37])[CH3:36])[CH:22]=[CH:21][CH:20]=1, predict the reactants needed to synthesize it. The reactants are: C1(P(N=[N+]=[N-])(C2C=CC=CC=2)=[O:8])C=CC=CC=1.[Br:18][C:19]1[N:24]=[C:23](C(O)=O)[CH:22]=[CH:21][CH:20]=1.C([N:30]([CH2:33]C)CC)C.[C:35]([OH:39])([CH3:38])([CH3:37])[CH3:36]. (2) Given the product [CH3:1][O:2][CH2:3][C:4]#[C:5][C:7]1[CH:28]=[CH:27][C:10]([C:11]([NH:13][S:14]([C:17]2[CH:22]=[CH:21][CH:20]=[CH:19][C:18]=2[S:23](=[O:26])(=[O:25])[NH2:24])(=[O:15])=[O:16])=[O:12])=[CH:9][CH:8]=1, predict the reactants needed to synthesize it. The reactants are: [CH3:1][O:2][CH2:3][C:4]#[CH:5].I[C:7]1[CH:28]=[CH:27][C:10]([C:11]([NH:13][S:14]([C:17]2[CH:22]=[CH:21][CH:20]=[CH:19][C:18]=2[S:23](=[O:26])(=[O:25])[NH2:24])(=[O:16])=[O:15])=[O:12])=[CH:9][CH:8]=1.C(N(CC)CC)C.Cl. (3) Given the product [CH2:1]([O:3][C:4]([C:6]1[S:10][C:9]2[CH:11]=[C:12]([C:22]([CH2:23][CH3:24])([OH:25])[CH2:21][CH3:20])[CH:13]=[CH:14][C:8]=2[CH:7]=1)=[O:5])[CH3:2], predict the reactants needed to synthesize it. The reactants are: [CH2:1]([O:3][C:4]([C:6]1[S:10][C:9]2[CH:11]=[C:12](I)[CH:13]=[CH:14][C:8]=2[CH:7]=1)=[O:5])[CH3:2].C([Mg]Br)C.[CH3:20][CH2:21][C:22](=[O:25])[CH2:23][CH3:24]. (4) Given the product [C:56]1([CH:45]([C:39]2[CH:40]=[CH:41][CH:42]=[CH:43][CH:44]=2)[CH2:46][CH2:47][N:48]2[CH2:53][CH2:52][CH:51]([N:54]([CH3:55])[C:36](=[O:38])[CH2:35][C:32]3[CH:31]=[CH:30][C:29]([S:26]([F:25])(=[O:27])=[O:28])=[CH:34][CH:33]=3)[CH2:50][CH2:49]2)[CH:57]=[CH:58][CH:59]=[CH:60][CH:61]=1, predict the reactants needed to synthesize it. The reactants are: CN(C(ON1N=NC2C=CC=NC1=2)=[N+](C)C)C.F[P-](F)(F)(F)(F)F.[F:25][S:26]([C:29]1[CH:34]=[CH:33][C:32]([CH2:35][C:36]([OH:38])=O)=[CH:31][CH:30]=1)(=[O:28])=[O:27].[C:39]1([CH:45]([C:56]2[CH:61]=[CH:60][CH:59]=[CH:58][CH:57]=2)[CH2:46][CH2:47][N:48]2[CH2:53][CH2:52][CH:51]([NH:54][CH3:55])[CH2:50][CH2:49]2)[CH:44]=[CH:43][CH:42]=[CH:41][CH:40]=1.CCN(C(C)C)C(C)C. (5) Given the product [C:56]([NH:55][CH2:48][CH2:49][NH:50][C:3]([C:5]1[N:13]=[C:12]2[C:8]([N:9]=[CH:10][N:11]2[C@@H:14]2[CH2:18][C@H:17]([NH:19][C:20](=[O:23])[CH2:21][CH3:22])[C@@H:16]([OH:24])[C@H:15]2[OH:25])=[C:7]([NH:26][CH2:27][CH:28]([C:29]2[CH:30]=[CH:31][CH:32]=[CH:33][CH:34]=2)[C:35]2[CH:36]=[CH:37][CH:38]=[CH:39][CH:40]=2)[N:6]=1)=[O:4])(=[O:76])[CH2:57][CH3:64], predict the reactants needed to synthesize it. The reactants are: CO[C:3]([C:5]1[N:13]=[C:12]2[C:8]([N:9]=[CH:10][N:11]2[C@@H:14]2[CH2:18][C@H:17]([NH:19][C:20](=[O:23])[CH2:21][CH3:22])[C@@H:16]([OH:24])[C@H:15]2[OH:25])=[C:7]([NH:26][CH2:27][CH:28]([C:35]2[CH:40]=[CH:39][CH:38]=[CH:37][CH:36]=2)[C:29]2[CH:34]=[CH:33][CH:32]=[CH:31][CH:30]=2)[N:6]=1)=[O:4].Cl.COC(C1N=C2[C:49]([N:50]=CN2)=[C:48]([NH:55][CH2:56][CH:57]([C:64]2C=CC=CC=2)C2C=CC=CC=2)N=1)=O.Cl.NCCNC(C1N=C2C(N=CN2[C@@H]2C[C@H](N)[C@@H](O)[C@H]2O)=C(NCC(C2C=CC=CC=2)C2C=CC=CC=2)N=1)=[O:76]. (6) Given the product [C:1]([NH:4][S:5]([C:8]1[CH:13]=[C:12]([C:14]2[NH:37][C:36]3[CH:35]=[CH:34][C:30]([C:31]([NH2:33])=[NH:32])=[CH:29][C:28]=3[N:27]=2)[C:11]([OH:16])=[C:10]([C:17]2[CH:22]=[CH:21][CH:20]=[C:19]([S:23](=[O:25])(=[O:24])[NH2:26])[CH:18]=2)[CH:9]=1)(=[O:7])=[O:6])(=[O:3])[CH3:2], predict the reactants needed to synthesize it. The reactants are: [C:1]([NH:4][S:5]([C:8]1[CH:9]=[C:10]([C:17]2[CH:22]=[CH:21][CH:20]=[C:19]([S:23]([NH2:26])(=[O:25])=[O:24])[CH:18]=2)[C:11]([OH:16])=[C:12]([CH:14]=O)[CH:13]=1)(=[O:7])=[O:6])(=[O:3])[CH3:2].[NH2:27][C:28]1[CH:29]=[C:30]([CH:34]=[CH:35][C:36]=1[NH2:37])[C:31]([NH2:33])=[NH:32].C1(=O)C=CC(=O)C=C1. (7) Given the product [ClH:35].[C:24]([C@H:8]1[CH2:7][NH:6][C@H:5]([C:4]([O:3][CH2:1][CH3:2])=[O:18])[CH2:9]1)(=[O:33])[NH2:21], predict the reactants needed to synthesize it. The reactants are: [CH2:1]([O:3][C:4](=[O:18])[C@@H:5]1[CH2:9][C@H:8](O)[CH2:7][N:6]1C(OC(C)(C)C)=O)[CH3:2].C([N:21]([CH2:24]C)CC)C.C1(C)C=CC(S([Cl:35])(=O)=[O:33])=CC=1.Cl.[C-]#N.[K+]. (8) Given the product [CH3:28][N:27]([CH2:29][C:30]1[CH:31]=[CH:32][C:33]([NH:34]/[C:16](=[C:6]2\[C:5](=[O:25])[NH:4][C:12]3[C:7]\2=[CH:8][C:9]([N+:13]([O-:15])=[O:14])=[CH:10][CH:11]=3)/[C:17]2[CH:22]=[CH:21][CH:20]=[C:19]([Cl:23])[CH:18]=2)=[CH:35][CH:36]=1)[CH3:26], predict the reactants needed to synthesize it. The reactants are: C([N:4]1[C:12]2[C:7](=[CH:8][C:9]([N+:13]([O-:15])=[O:14])=[CH:10][CH:11]=2)[C:6](=[C:16](Cl)[C:17]2[CH:22]=[CH:21][CH:20]=[C:19]([Cl:23])[CH:18]=2)[C:5]1=[O:25])(=O)C.[CH3:26][N:27]([CH2:29][C:30]1[CH:36]=[CH:35][C:33]([NH2:34])=[CH:32][CH:31]=1)[CH3:28].[OH-].[Na+].